This data is from Full USPTO retrosynthesis dataset with 1.9M reactions from patents (1976-2016). The task is: Predict the reactants needed to synthesize the given product. (1) The reactants are: Cl.[Cl:2][C:3]1[C:8]([F:9])=[CH:7][CH:6]=[CH:5][C:4]=1[NH:10][NH2:11].C(=O)([O-])[O-].[K+].[K+].[C:18](OCC)(=[O:26])[C:19]#[C:20][C:21]([O:23][CH2:24][CH3:25])=[O:22].Cl. Given the product [Cl:2][C:3]1[C:8]([F:9])=[CH:7][CH:6]=[CH:5][C:4]=1[N:10]1[C:18]([OH:26])=[CH:19][C:20]([C:21]([O:23][CH2:24][CH3:25])=[O:22])=[N:11]1, predict the reactants needed to synthesize it. (2) Given the product [F:6][C:7]1[CH:8]=[C:9]2[C:28](=[CH:29][CH:30]=1)[O:27][CH2:26][CH2:25][CH2:24][N:23]([S:2]([CH3:1])(=[O:4])=[O:3])[CH2:22][C:21]1=[C:31]3[N:32]=[C:15]([CH:16]=[CH:17][N:18]3[N:19]=[CH:20]1)[N:14]1[C@@H:10]2[CH2:11][CH2:12][CH2:13]1, predict the reactants needed to synthesize it. The reactants are: [CH3:1][S:2](Cl)(=[O:4])=[O:3].[F:6][C:7]1[CH:8]=[C:9]2[C:28](=[CH:29][CH:30]=1)[O:27][CH2:26][CH2:25][CH2:24][NH:23][CH2:22][C:21]1=[C:31]3[N:32]=[C:15]([CH:16]=[CH:17][N:18]3[N:19]=[CH:20]1)[N:14]1[C@@H:10]2[CH2:11][CH2:12][CH2:13]1.CCN(C(C)C)C(C)C. (3) Given the product [Br:1][C:2]1[CH:10]=[C:9]([CH:8]=[C:4]([C:5](=[O:7])[NH:23][CH2:24][CH3:25])[CH:3]=1)[C:11]([O:13][CH3:14])=[O:12], predict the reactants needed to synthesize it. The reactants are: [Br:1][C:2]1[CH:3]=[C:4]([CH:8]=[C:9]([C:11]([O:13][CH3:14])=[O:12])[CH:10]=1)[C:5]([OH:7])=O.CN(C(O[N:23]1N=N[C:25]2C=CC=N[C:24]1=2)=[N+](C)C)C.F[P-](F)(F)(F)(F)F.C(N(C(C)C)CC)(C)C.C(N)C. (4) Given the product [CH2:8]([O:10][C:11](=[O:33])[CH:12]=[C:13]1[C:20]2[N:19]([CH2:21][C:22]3[CH:27]=[CH:26][C:25]([Cl:28])=[CH:24][CH:23]=3)[C:18]([CH:29]([CH3:31])[CH3:30])=[N:17][C:16]=2[CH2:15][CH2:14]1)[CH3:9], predict the reactants needed to synthesize it. The reactants are: C[Si](Cl)(C)C.[I-].[Na+].[CH2:8]([O:10][C:11](=[O:33])[CH2:12][C:13]1(O)[C:20]2[N:19]([CH2:21][C:22]3[CH:27]=[CH:26][C:25]([Cl:28])=[CH:24][CH:23]=3)[C:18]([CH:29]([CH3:31])[CH3:30])=[N:17][C:16]=2[CH2:15][CH2:14]1)[CH3:9]. (5) Given the product [CH3:1][O:2][C:3]1[CH:4]=[C:5]([CH2:11][C:12]([Cl:18])=[O:14])[CH:6]=[CH:7][C:8]=1[O:9][CH3:10], predict the reactants needed to synthesize it. The reactants are: [CH3:1][O:2][C:3]1[CH:4]=[C:5]([CH2:11][C:12]([OH:14])=O)[CH:6]=[CH:7][C:8]=1[O:9][CH3:10].C(Cl)(=O)C([Cl:18])=O. (6) The reactants are: Cl.[CH3:2][C@@:3]([S:34]([CH3:37])(=[O:36])=[O:35])([CH2:14][CH2:15][N:16]1[CH:21]=[CH:20][C:19]([C:22]2[CH:27]=[CH:26][C:25]([N:28]3[CH:32]=[CH:31][CH:30]=[N:29]3)=[CH:24][CH:23]=2)=[CH:18][C:17]1=[O:33])[C:4]([NH:6][O:7]C1CCCCO1)=[O:5]. Given the product [OH:7][NH:6][C:4](=[O:5])[C@:3]([CH3:2])([S:34]([CH3:37])(=[O:36])=[O:35])[CH2:14][CH2:15][N:16]1[CH:21]=[CH:20][C:19]([C:22]2[CH:23]=[CH:24][C:25]([N:28]3[CH:32]=[CH:31][CH:30]=[N:29]3)=[CH:26][CH:27]=2)=[CH:18][C:17]1=[O:33], predict the reactants needed to synthesize it. (7) Given the product [CH2:17]([N:7]1[CH2:8][C@H:9]([CH2:10][C:11]2[CH:12]=[CH:13][CH:14]=[CH:15][CH:16]=2)[C@H:5]([C:3]([OH:4])=[O:2])[CH2:6]1)[C:18]1[CH:19]=[CH:20][CH:21]=[CH:22][CH:23]=1, predict the reactants needed to synthesize it. The reactants are: C[O:2][C:3]([C@H:5]1[C@@H:9]([CH2:10][C:11]2[CH:16]=[CH:15][CH:14]=[CH:13][CH:12]=2)[CH2:8][N:7]([CH2:17][C:18]2[CH:23]=[CH:22][CH:21]=[CH:20][CH:19]=2)[CH2:6]1)=[O:4].Cl.[OH-].[Na+].